This data is from Full USPTO retrosynthesis dataset with 1.9M reactions from patents (1976-2016). The task is: Predict the reactants needed to synthesize the given product. (1) Given the product [CH:1]1([C:4]2[CH:13]=[CH:12][CH:11]=[C:10]3[C:5]=2[CH2:6][CH2:7][N:8]2[C:18](=[O:19])[CH2:17][N:16]=[C:15]([N:20]4[CH:24]=[C:23]([CH2:25][O:26][C:37]([F:40])([F:39])[F:38])[N:22]=[CH:21]4)[CH:14]=[C:9]23)[CH2:3][CH2:2]1, predict the reactants needed to synthesize it. The reactants are: [CH:1]1([C:4]2[CH:13]=[CH:12][CH:11]=[C:10]3[C:5]=2[CH2:6][CH2:7][N:8]2[C:18](=[O:19])[CH2:17][N:16]=[C:15]([N:20]4[CH:24]=[C:23]([CH2:25][OH:26])[N:22]=[CH:21]4)[CH:14]=[C:9]23)[CH2:3][CH2:2]1.CC1(C)C2C=CC=CC=2I([C:37]([F:40])([F:39])[F:38])O1. (2) Given the product [F:1][C:2]1[CH:3]=[CH:4][C:5]([CH2:6][C:7]2[CH:16]=[C:15]3[C:10]([C:11]([OH:31])=[C:12]([C:26]([NH:38][CH2:37][CH2:36][O:35][CH3:34])=[O:27])[C:13](=[O:25])[N:14]3[CH2:17][CH2:18][N:19]3[CH2:23][CH2:22][CH2:21][C:20]3=[O:24])=[N:9][CH:8]=2)=[CH:32][CH:33]=1, predict the reactants needed to synthesize it. The reactants are: [F:1][C:2]1[CH:33]=[CH:32][C:5]([CH2:6][C:7]2[CH:16]=[C:15]3[C:10]([C:11]([OH:31])=[C:12]([C:26](OCC)=[O:27])[C:13](=[O:25])[N:14]3[CH2:17][CH2:18][N:19]3[CH2:23][CH2:22][CH2:21][C:20]3=[O:24])=[N:9][CH:8]=2)=[CH:4][CH:3]=1.[CH3:34][O:35][CH2:36][CH2:37][NH2:38]. (3) Given the product [CH2:1]([N:8]1[CH2:13][CH2:12][C:11]([C:22]2[CH:23]=[CH:24][C:25]([C:26]3[O:27][C:30]([CH:32]4[CH2:33][CH2:34][CH2:35]4)=[N:29][N:28]=3)=[CH:36][CH:37]=2)([C:14]2[CH:19]=[CH:18][CH:17]=[C:16]([O:20][CH3:21])[CH:15]=2)[CH2:10][CH2:9]1)[C:2]1[CH:3]=[CH:4][CH:5]=[CH:6][CH:7]=1, predict the reactants needed to synthesize it. The reactants are: [CH2:1]([N:8]1[CH2:13][CH2:12][C:11]([C:22]2[CH:37]=[CH:36][C:25]([C:26]([NH:28][NH:29][C:30]([CH:32]3[CH2:35][CH2:34][CH2:33]3)=O)=[O:27])=[CH:24][CH:23]=2)([C:14]2[CH:19]=[CH:18][CH:17]=[C:16]([O:20][CH3:21])[CH:15]=2)[CH2:10][CH2:9]1)[C:2]1[CH:7]=[CH:6][CH:5]=[CH:4][CH:3]=1.N1C=CC=CC=1.S(OS(C(F)(F)F)(=O)=O)(C(F)(F)F)(=O)=O. (4) The reactants are: [F:1][C:2]([F:11])([F:10])[C:3](=[O:9])[CH2:4][C:5](=[O:8])[CH2:6][CH3:7].[Cl:12][C:13]1[CH:14]=[C:15]([CH:18]=[C:19]([Cl:21])[CH:20]=1)[CH:16]=O. Given the product [Cl:12][C:13]1[CH:14]=[C:15]([CH:18]=[C:19]([Cl:21])[CH:20]=1)[CH:16]=[C:4]([C:5](=[O:8])[CH2:6][CH3:7])[C:3](=[O:9])[C:2]([F:10])([F:11])[F:1], predict the reactants needed to synthesize it. (5) Given the product [NH2:18][C:16]1[CH:15]=[CH:14][C:13]([S:21][C:22]2[CH:23]=[CH:24][C:25]([OH:28])=[CH:26][CH:27]=2)=[C:12]([NH:11][C:10]2[C:5]3[CH:4]=[CH:3][C:2]([CH3:1])=[N:29][C:6]=3[N:7]=[CH:8][N:9]=2)[CH:17]=1, predict the reactants needed to synthesize it. The reactants are: [CH3:1][C:2]1[CH:3]=[CH:4][C:5]2[C:10]([NH:11][C:12]3[CH:17]=[C:16]([N+:18]([O-])=O)[CH:15]=[CH:14][C:13]=3[S:21][C:22]3[CH:27]=[CH:26][C:25]([OH:28])=[CH:24][CH:23]=3)=[N:9][CH:8]=[N:7][C:6]=2[N:29]=1. (6) Given the product [CH3:1][C@H:2]1[O:7][C@@H:6]([O:8][C:9]2[C:18](=[O:19])[C:17]3[C:16]([OH:20])=[CH:15][C:14]([OH:21])=[C:13]([CH2:33][CH:34]=[C:35]([CH3:37])[CH3:36])[C:12]=3[O:11][C:10]=2[C:38]2[CH:39]=[CH:40][C:41]([O:44][CH3:45])=[CH:42][CH:43]=2)[C@@H:5]([OH:46])[C@@H:4]([OH:47])[C@@H:3]1[OH:48], predict the reactants needed to synthesize it. The reactants are: [CH3:1][C@@H:2]1[O:7][C@@H:6]([O:8][C:9]2[C:18](=[O:19])[C:17]3[C:16]([OH:20])=[CH:15][C:14]([O:21][C@@H]4O[C@H](CO)[C@@H](O)[C@H](O)[C@H]4O)=[C:13]([CH2:33][CH:34]=[C:35]([CH3:37])[CH3:36])[C:12]=3[O:11][C:10]=2[C:38]2[CH:39]=[CH:40][C:41]([O:44][CH3:45])=[CH:42][CH:43]=2)[C@H:5]([OH:46])[C@H:4]([OH:47])[C@H:3]1[OH:48]. (7) Given the product [NH2:9][CH2:10][C:11]1[CH:12]=[CH:13][C:14]([C:17](=[O:23])[CH2:18][C:19]([CH3:21])([CH3:20])[CH3:22])=[N:15][CH:16]=1, predict the reactants needed to synthesize it. The reactants are: Cl.C(OC([NH:9][CH2:10][C:11]1[CH:12]=[CH:13][C:14]([C:17](=[O:23])[CH2:18][C:19]([CH3:22])([CH3:21])[CH3:20])=[N:15][CH:16]=1)=O)(C)(C)C. (8) Given the product [C:3]1([NH:9][C:10]2[O:11][C:12]3[CH:18]=[C:17]([CH2:19][C:20]([OH:22])=[O:21])[CH:16]=[CH:15][C:13]=3[N:14]=2)[CH:4]=[CH:5][CH:6]=[CH:7][CH:8]=1, predict the reactants needed to synthesize it. The reactants are: CO.[C:3]1([NH:9][C:10]2[O:11][C:12]3[CH:18]=[C:17]([CH2:19][C:20]([O:22]C)=[O:21])[CH:16]=[CH:15][C:13]=3[N:14]=2)[CH:8]=[CH:7][CH:6]=[CH:5][CH:4]=1.[OH-].[Na+].